From a dataset of Reaction yield outcomes from USPTO patents with 853,638 reactions. Predict the reaction yield, written as a fraction of the theoretical maximum amount of product (1.0 means a 100% yield; for example, 0.34 means a 34% yield). The reactants are [C:1]1([CH:11]2[CH2:16][C:15](=[O:17])[CH2:14][C:13](=[O:18])[CH2:12]2)[C:10]2[C:5](=[CH:6][CH:7]=[CH:8][CH:9]=2)[CH:4]=[CH:3][CH:2]=1.[C:19](#[N:23])[CH2:20][C:21]#[N:22].[CH:24](=O)[CH3:25].CN1CCOCC1. The catalyst is C(O)C. The product is [NH2:22][C:21]1[O:18][C:13]2[CH2:12][CH:11]([C:1]3[C:10]4[C:5](=[CH:6][CH:7]=[CH:8][CH:9]=4)[CH:4]=[CH:3][CH:2]=3)[CH2:16][C:15](=[O:17])[C:14]=2[CH:24]([CH3:25])[C:20]=1[C:19]#[N:23]. The yield is 0.900.